Dataset: Reaction yield outcomes from USPTO patents with 853,638 reactions. Task: Predict the reaction yield, written as a fraction of the theoretical maximum amount of product (1.0 means a 100% yield; for example, 0.34 means a 34% yield). (1) The reactants are [BH4-].[Na+].[Si:3]([O:10][C@@H:11]([C@@H:38]([CH3:85])/[CH:39]=[CH:40]\[C@@H:41]([O:77][Si:78]([C:81]([CH3:84])([CH3:83])[CH3:82])([CH3:80])[CH3:79])[CH2:42][C@H:43]([O:69][Si:70]([C:73]([CH3:76])([CH3:75])[CH3:74])([CH3:72])[CH3:71])[C@H:44]([CH3:68])/[CH:45]=[CH:46]/[CH2:47][O:48][C:49]([C:62]1[CH:67]=[CH:66][CH:65]=[CH:64][CH:63]=1)([C:56]1[CH:61]=[CH:60][CH:59]=[CH:58][CH:57]=1)[C:50]1[CH:55]=[CH:54][CH:53]=[CH:52][CH:51]=1)[C@@H:12]([CH3:37])[CH2:13][C@@H:14]([CH3:36])/[CH:15]=[CH:16]/[C:17](=[O:35])[C@@H:18]([C@@H:20]1[C@@H:25]([CH3:26])[CH2:24][O:23][CH:22]([C:27]2[CH:32]=[CH:31][C:30]([O:33][CH3:34])=[CH:29][CH:28]=2)[O:21]1)[CH3:19])([C:6]([CH3:9])([CH3:8])[CH3:7])([CH3:5])[CH3:4]. The catalyst is CO.C1COCC1. The product is [Si:3]([O:10][C@@H:11]([C@@H:38]([CH3:85])/[CH:39]=[CH:40]\[C@@H:41]([O:77][Si:78]([C:81]([CH3:84])([CH3:82])[CH3:83])([CH3:80])[CH3:79])[CH2:42][C@H:43]([O:69][Si:70]([C:73]([CH3:76])([CH3:75])[CH3:74])([CH3:71])[CH3:72])[C@H:44]([CH3:68])/[CH:45]=[CH:46]/[CH2:47][O:48][C:49]([C:50]1[CH:55]=[CH:54][CH:53]=[CH:52][CH:51]=1)([C:62]1[CH:67]=[CH:66][CH:65]=[CH:64][CH:63]=1)[C:56]1[CH:57]=[CH:58][CH:59]=[CH:60][CH:61]=1)[C@@H:12]([CH3:37])[CH2:13][C@@H:14]([CH3:36])[CH2:15][CH2:16][C:17](=[O:35])[C@@H:18]([C@@H:20]1[C@@H:25]([CH3:26])[CH2:24][O:23][CH:22]([C:27]2[CH:28]=[CH:29][C:30]([O:33][CH3:34])=[CH:31][CH:32]=2)[O:21]1)[CH3:19])([C:6]([CH3:7])([CH3:8])[CH3:9])([CH3:4])[CH3:5]. The yield is 0.760. (2) The reactants are [OH:1][C:2]1[CH:7]=[CH:6][C:5](/[CH:8]=[CH:9]/[C:10]2[CH:18]=[CH:17][CH:16]=[C:15]3[C:11]=2[C:12](=O)[C:13](=[O:19])[NH:14]3)=[CH:4][CH:3]=1.[CH:21]1[C:26]([NH:27][NH2:28])=[CH:25][CH:24]=[C:23]([S:29]([NH2:32])(=[O:31])=[O:30])[CH:22]=1.Cl. No catalyst specified. The product is [OH:1][C:2]1[CH:7]=[CH:6][C:5]([CH:8]=[CH:9][C:10]2[CH:18]=[CH:17][CH:16]=[C:15]3[C:11]=2[C:12](=[N:28][NH:27][C:26]2[CH:25]=[CH:24][C:23]([S:29]([NH2:32])(=[O:30])=[O:31])=[CH:22][CH:21]=2)[C:13](=[O:19])[NH:14]3)=[CH:4][CH:3]=1. The yield is 0.270. (3) The reactants are [CH2:1]([O:3][C:4]([C:6]1[O:7][C:8]2[CH:15]=[CH:14][C:13]([C:16]([CH2:27][CH3:28])([C:19]3[CH:24]=[CH:23][C:22]([OH:25])=[C:21]([CH3:26])[CH:20]=3)[CH2:17][CH3:18])=[CH:12][C:9]=2[C:10]=1[CH3:11])=[O:5])[CH3:2].Br[CH2:30][C:31](=[O:36])[C:32]([CH3:35])([CH3:34])[CH3:33].C([O-])([O-])=O.[K+].[K+]. No catalyst specified. The product is [CH2:1]([O:3][C:4]([C:6]1[O:7][C:8]2[CH:15]=[CH:14][C:13]([C:16]([C:19]3[CH:24]=[CH:23][C:22]([O:25][CH2:30][C:31](=[O:36])[C:32]([CH3:35])([CH3:34])[CH3:33])=[C:21]([CH3:26])[CH:20]=3)([CH2:27][CH3:28])[CH2:17][CH3:18])=[CH:12][C:9]=2[C:10]=1[CH3:11])=[O:5])[CH3:2]. The yield is 0.940. (4) The reactants are C1(C(C2C=CC=CC=2)[N:8]2[C:16]3[C:11](=[CH:12][CH:13]=[CH:14][CH:15]=3)[C:10]3([CH2:20][O:19][C:18]4=[CH:21][C:22]5[CH2:26][CH2:25][O:24][C:23]=5[CH:27]=[C:17]34)[C:9]2=[O:28])C=CC=CC=1.[H][H]. The catalyst is C(O)(=O)C.[OH-].[Pd+2].[OH-]. The product is [NH:8]1[C:16]2[C:11](=[CH:12][CH:13]=[CH:14][CH:15]=2)[C:10]2([CH2:20][O:19][C:18]3=[CH:21][C:22]4[CH2:26][CH2:25][O:24][C:23]=4[CH:27]=[C:17]23)[C:9]1=[O:28]. The yield is 0.690. (5) The reactants are BrCCBr.Cl[Si](C)(C)C.[CH3:10][C:11]([O:14][C:15]([NH:17][C@@H:18]([CH2:28]I)[CH2:19][CH2:20][C:21]([O:23][C:24]([CH3:27])([CH3:26])[CH3:25])=[O:22])=[O:16])([CH3:13])[CH3:12].C1(C)C=CC=CC=1P(C1C=CC=CC=1C)C1C=CC=CC=1C.I[C:53]1[CH:58]=[CH:57][C:56]([C:59]2[N:60]=[C:61]3[C:66]([CH3:67])=[CH:65][CH:64]=[CH:63][N:62]3[CH:68]=2)=[CH:55][CH:54]=1. The catalyst is CN(C=O)C.CCOC(C)=O.[Zn].C1C=CC(/C=C/C(/C=C/C2C=CC=CC=2)=O)=CC=1.C1C=CC(/C=C/C(/C=C/C2C=CC=CC=2)=O)=CC=1.C1C=CC(/C=C/C(/C=C/C2C=CC=CC=2)=O)=CC=1.[Pd].[Pd]. The product is [CH3:10][C:11]([O:14][C:15]([NH:17][C@@H:18]([CH2:28][C:53]1[CH:58]=[CH:57][C:56]([C:59]2[N:60]=[C:61]3[C:66]([CH3:67])=[CH:65][CH:64]=[CH:63][N:62]3[CH:68]=2)=[CH:55][CH:54]=1)[CH2:19][CH2:20][C:21]([O:23][C:24]([CH3:27])([CH3:26])[CH3:25])=[O:22])=[O:16])([CH3:13])[CH3:12]. The yield is 0.900. (6) The reactants are [CH3:1][O:2][C:3]1[CH:4]=[C:5]2[C:10](=[CH:11][C:12]=1[O:13][CH3:14])[N:9]=[CH:8][CH:7]=[C:6]2[S:15][C:16]1[S:17][C:18]([NH2:21])=[CH:19][N:20]=1.N1C=CC=CC=1.Cl[C:29](OC1C=CC([N+]([O-])=O)=CC=1)=[O:30].[NH2:41][C:42]1[S:43][CH:44]=[CH:45][N:46]=1. The catalyst is O1CCCC1.CO.C(OCC)(=O)C.O.C(N(CC)CC)C. The product is [CH3:1][O:2][C:3]1[CH:4]=[C:5]2[C:10](=[CH:11][C:12]=1[O:13][CH3:14])[N:9]=[CH:8][CH:7]=[C:6]2[S:15][C:16]1[S:17][C:18]([NH:21][C:29]([NH:41][C:42]2[S:43][CH:44]=[CH:45][N:46]=2)=[O:30])=[CH:19][N:20]=1. The yield is 0.190. (7) The reactants are [F:1][C:2]1[CH:7]=[CH:6][C:5]([C:8](=[O:20])[CH2:9][C:10]2[CH:15]=[CH:14][N:13]=[C:12]([NH:16][CH:17]([CH3:19])[CH3:18])[N:11]=2)=[CH:4][CH:3]=1.[CH3:21][N:22]([CH3:25])[CH:23]=O. The catalyst is COC(OC)N(C)C. The product is [CH3:21][N:22]([CH3:25])[CH:23]=[C:9]([C:10]1[CH:15]=[CH:14][N:13]=[C:12]([NH:16][CH:17]([CH3:18])[CH3:19])[N:11]=1)[C:8]([C:5]1[CH:6]=[CH:7][C:2]([F:1])=[CH:3][CH:4]=1)=[O:20]. The yield is 0.650.